Task: Predict the product of the given reaction.. Dataset: Forward reaction prediction with 1.9M reactions from USPTO patents (1976-2016) Given the reactants [Br:1][C:2]1[CH:3]=[C:4]2[C:9](=[C:10]([C:15]#[N:16])[C:11]=1[N:12]([CH3:14])[CH3:13])[N:8]=[C:7]([CH2:17][OH:18])[CH:6]=[CH:5]2.[CH3:19][C:20]([Si:23](Cl)([CH3:25])[CH3:24])([CH3:22])[CH3:21].N1C=CN=C1, predict the reaction product. The product is: [Br:1][C:2]1[CH:3]=[C:4]2[C:9](=[C:10]([C:15]#[N:16])[C:11]=1[N:12]([CH3:14])[CH3:13])[N:8]=[C:7]([CH2:17][O:18][Si:23]([C:20]([CH3:22])([CH3:21])[CH3:19])([CH3:25])[CH3:24])[CH:6]=[CH:5]2.